From a dataset of Reaction yield outcomes from USPTO patents with 853,638 reactions. Predict the reaction yield, written as a fraction of the theoretical maximum amount of product (1.0 means a 100% yield; for example, 0.34 means a 34% yield). (1) The reactants are [NH2:1][CH2:2][CH2:3][NH2:4].[CH2:5]([O:10][C:11]1[CH:16]=[CH:15][C:14]([S:17](Cl)(=[O:19])=[O:18])=[CH:13][CH:12]=1)[CH2:6][CH2:7][CH2:8][CH3:9]. The catalyst is C1COCC1. The product is [NH2:1][CH2:2][CH2:3][NH:4][S:17]([C:14]1[CH:13]=[CH:12][C:11]([O:10][CH2:5][CH2:6][CH2:7][CH2:8][CH3:9])=[CH:16][CH:15]=1)(=[O:19])=[O:18]. The yield is 0.850. (2) The yield is 0.190. The reactants are [S:1]1[CH:5]=[CH:4][CH:3]=[C:2]1[S:6]([NH:9][C:10]1[CH:11]=[CH:12][CH:13]=[C:14]2[C:18]=1[NH:17][C:16]([C:19]1[S:20][CH:21]([CH2:24][C:25](OCC)=[O:26])[CH2:22][N:23]=1)=[CH:15]2)(=[O:8])=[O:7].[BH4-].[Li+].O1CCCC1.Cl. The catalyst is CO. The product is [OH:26][CH2:25][CH2:24][CH:21]1[S:20][C:19]([C:16]2[NH:17][C:18]3[C:14]([CH:15]=2)=[CH:13][CH:12]=[CH:11][C:10]=3[NH:9][S:6]([C:2]2[S:1][CH:5]=[CH:4][CH:3]=2)(=[O:8])=[O:7])=[N:23][CH2:22]1. (3) The reactants are [CH3:1][O:2][CH2:3][CH2:4][NH2:5].[S:6](F)(=[O:15])([C:8]1[CH:13]=[CH:12][C:11]([NH2:14])=[CH:10][CH:9]=1)=[O:7].C(N(CC)CC)C. The catalyst is C(O)CCC. The product is [CH3:1][O:2][CH2:3][CH2:4][NH:5][S:6]([C:8]1[CH:13]=[CH:12][C:11]([NH2:14])=[CH:10][CH:9]=1)(=[O:15])=[O:7]. The yield is 0.650. (4) The reactants are [OH-:1].[Na+].[C:3]1([OH:9])[CH:8]=[CH:7][CH:6]=[CH:5][CH:4]=1.[OH2:10].Cl[C:12](Cl)(Cl)[C:13]([CH3:16])(O)[CH3:14].Cl. The catalyst is CC(C)=O.O. The product is [CH3:14][C:13]([O:9][C:3]1[CH:8]=[CH:7][CH:6]=[CH:5][CH:4]=1)([CH3:16])[C:12]([OH:10])=[O:1]. The yield is 0.380.